This data is from Forward reaction prediction with 1.9M reactions from USPTO patents (1976-2016). The task is: Predict the product of the given reaction. (1) Given the reactants [N+:1]([C:4]1[CH:12]=[C:11]([N+]([O-])=O)[CH:10]=[CH:9][C:5]=1[C:6]([OH:8])=[O:7])([O-:3])=[O:2].C(Cl)(=O)C(Cl)=O.[C:22]1([OH:28])[CH:27]=[CH:26][CH:25]=[CH:24][CH:23]=1.[H-].[Na+].[H-], predict the reaction product. The product is: [N+:1]([C:4]1[CH:12]=[C:11]([O:28][C:22]2[CH:27]=[CH:26][CH:25]=[CH:24][CH:23]=2)[CH:10]=[CH:9][C:5]=1[C:6]([OH:8])=[O:7])([O-:3])=[O:2]. (2) Given the reactants [C:1]([O:5][C:6](=[O:19])[N:7]([CH3:18])[CH2:8][C:9]1[CH:14]=[CH:13][C:12]([N+:15]([O-])=O)=[CH:11][CH:10]=1)([CH3:4])([CH3:3])[CH3:2].[H][H], predict the reaction product. The product is: [C:1]([O:5][C:6](=[O:19])[N:7]([CH2:8][C:9]1[CH:10]=[CH:11][C:12]([NH2:15])=[CH:13][CH:14]=1)[CH3:18])([CH3:4])([CH3:2])[CH3:3].